Dataset: NCI-60 drug combinations with 297,098 pairs across 59 cell lines. Task: Regression. Given two drug SMILES strings and cell line genomic features, predict the synergy score measuring deviation from expected non-interaction effect. (1) Drug 1: CC1CCC2CC(C(=CC=CC=CC(CC(C(=O)C(C(C(=CC(C(=O)CC(OC(=O)C3CCCCN3C(=O)C(=O)C1(O2)O)C(C)CC4CCC(C(C4)OC)OCCO)C)C)O)OC)C)C)C)OC. Drug 2: CCCCC(=O)OCC(=O)C1(CC(C2=C(C1)C(=C3C(=C2O)C(=O)C4=C(C3=O)C=CC=C4OC)O)OC5CC(C(C(O5)C)O)NC(=O)C(F)(F)F)O. Cell line: OVCAR-8. Synergy scores: CSS=42.7, Synergy_ZIP=10.2, Synergy_Bliss=13.4, Synergy_Loewe=11.5, Synergy_HSA=12.6. (2) Drug 1: CN(C(=O)NC(C=O)C(C(C(CO)O)O)O)N=O. Drug 2: C(CCl)NC(=O)N(CCCl)N=O. Cell line: U251. Synergy scores: CSS=54.6, Synergy_ZIP=-3.17, Synergy_Bliss=-5.74, Synergy_Loewe=-10.5, Synergy_HSA=-3.69. (3) Drug 1: C1=CC(=CC=C1CC(C(=O)O)N)N(CCCl)CCCl.Cl. Drug 2: C(CN)CNCCSP(=O)(O)O. Cell line: K-562. Synergy scores: CSS=9.95, Synergy_ZIP=-0.371, Synergy_Bliss=5.27, Synergy_Loewe=-4.83, Synergy_HSA=0.235. (4) Drug 2: C1=NC2=C(N1)C(=S)N=C(N2)N. Cell line: UACC-257. Synergy scores: CSS=18.6, Synergy_ZIP=-8.55, Synergy_Bliss=-1.64, Synergy_Loewe=-12.7, Synergy_HSA=-3.18. Drug 1: CS(=O)(=O)C1=CC(=C(C=C1)C(=O)NC2=CC(=C(C=C2)Cl)C3=CC=CC=N3)Cl. (5) Drug 1: C1CC(=O)NC(=O)C1N2CC3=C(C2=O)C=CC=C3N. Drug 2: CCCCC(=O)OCC(=O)C1(CC(C2=C(C1)C(=C3C(=C2O)C(=O)C4=C(C3=O)C=CC=C4OC)O)OC5CC(C(C(O5)C)O)NC(=O)C(F)(F)F)O. Cell line: RXF 393. Synergy scores: CSS=-1.05, Synergy_ZIP=-2.09, Synergy_Bliss=-5.66, Synergy_Loewe=-5.82, Synergy_HSA=-3.78. (6) Cell line: SNB-75. Drug 1: CS(=O)(=O)C1=CC(=C(C=C1)C(=O)NC2=CC(=C(C=C2)Cl)C3=CC=CC=N3)Cl. Synergy scores: CSS=0.347, Synergy_ZIP=-0.259, Synergy_Bliss=-1.10, Synergy_Loewe=-1.74, Synergy_HSA=-3.15. Drug 2: C1CC(=O)NC(=O)C1N2CC3=C(C2=O)C=CC=C3N.